From a dataset of Forward reaction prediction with 1.9M reactions from USPTO patents (1976-2016). Predict the product of the given reaction. Given the reactants Cl.CN(C)CCCN=C=NCC.O.ON1C2C=CC=CC=2N=N1.[F:24][C:25]1[CH:30]=[CH:29][C:28]([C:31]2[CH:35]=[CH:34][N:33]([C:36]3[N:44]=[CH:43][CH:42]=[CH:41][C:37]=3[C:38]([OH:40])=O)[N:32]=2)=[CH:27][CH:26]=1.[Cl-].[CH2:46]([O:48][C:49](=[O:61])[CH:50]([OH:60])[CH:51]([NH3+:59])[CH2:52][C:53]1[CH:58]=[CH:57][CH:56]=[CH:55][CH:54]=1)[CH3:47], predict the reaction product. The product is: [F:24][C:25]1[CH:26]=[CH:27][C:28]([C:31]2[CH:35]=[CH:34][N:33]([C:36]3[N:44]=[CH:43][CH:42]=[CH:41][C:37]=3[C:38]([NH:59][CH:51]([CH2:52][C:53]3[CH:54]=[CH:55][CH:56]=[CH:57][CH:58]=3)[CH:50]([OH:60])[C:49]([O:48][CH2:46][CH3:47])=[O:61])=[O:40])[N:32]=2)=[CH:29][CH:30]=1.